From a dataset of Forward reaction prediction with 1.9M reactions from USPTO patents (1976-2016). Predict the product of the given reaction. Given the reactants Cl.[N:2]1([C:8]2[C:13](/[CH:14]=[C:15]3/[C:16](=[O:21])[NH:17][C:18](=[O:20])[S:19]/3)=[CH:12][CH:11]=[CH:10][N:9]=2)[CH2:7][CH2:6][NH:5][CH2:4][CH2:3]1.[C:22]([O:26][C:27]([NH:29][CH2:30][CH2:31][C:32](O)=[O:33])=[O:28])([CH3:25])([CH3:24])[CH3:23].C(N(C(C)C)CC)(C)C.CN(C(ON1N=NC2C=CC=NC1=2)=[N+](C)C)C.F[P-](F)(F)(F)(F)F, predict the reaction product. The product is: [O:20]=[C:18]1[NH:17][C:16](=[O:21])/[C:15](=[CH:14]/[C:13]2[C:8]([N:2]3[CH2:7][CH2:6][N:5]([C:32](=[O:33])[CH2:31][CH2:30][NH:29][C:27](=[O:28])[O:26][C:22]([CH3:23])([CH3:24])[CH3:25])[CH2:4][CH2:3]3)=[N:9][CH:10]=[CH:11][CH:12]=2)/[S:19]1.